From a dataset of Reaction yield outcomes from USPTO patents with 853,638 reactions. Predict the reaction yield, written as a fraction of the theoretical maximum amount of product (1.0 means a 100% yield; for example, 0.34 means a 34% yield). (1) The reactants are [CH2:1]([N:4]1[CH2:9][CH2:8][CH:7]([C:10]2[CH:19]=[CH:18][C:13]([C:14]([O:16]C)=O)=[CH:12][CH:11]=2)[CH2:6][CH2:5]1)[C:2]#[CH:3].[CH3:20][O:21][C:22]1[CH:23]=[C:24]([CH2:30][CH2:31][C:32]2[CH:33]=[C:34]([NH2:37])[NH:35][N:36]=2)[CH:25]=[C:26]([O:28][CH3:29])[CH:27]=1.C[Al](C)C. The catalyst is C1(C)C=CC=CC=1. The product is [CH3:29][O:28][C:26]1[CH:25]=[C:24]([CH2:30][CH2:31][C:32]2[CH:33]=[C:34]([NH:37][C:14](=[O:16])[C:13]3[CH:12]=[CH:11][C:10]([CH:7]4[CH2:6][CH2:5][N:4]([CH2:1][C:2]#[CH:3])[CH2:9][CH2:8]4)=[CH:19][CH:18]=3)[NH:35][N:36]=2)[CH:23]=[C:22]([O:21][CH3:20])[CH:27]=1. The yield is 0.518. (2) The reactants are [Br:1][C:2]1[CH:7]=[CH:6][C:5]([NH:8][C:9]2[CH:14]=[CH:13][CH:12]=[CH:11][C:10]=2[NH:15][C:16](=O)[C:17]2[CH:22]=[CH:21][CH:20]=[CH:19][CH:18]=2)=[CH:4][CH:3]=1.C1(C)C(C)=CC=CC=1.O.C1(C)C=CC(S(O)(=O)=O)=CC=1.C(OCC)(=O)C. The catalyst is O.ClCCl. The product is [Br:1][C:2]1[CH:7]=[CH:6][C:5]([N:8]2[C:9]3[CH:14]=[CH:13][CH:12]=[CH:11][C:10]=3[N:15]=[C:16]2[C:17]2[CH:22]=[CH:21][CH:20]=[CH:19][CH:18]=2)=[CH:4][CH:3]=1. The yield is 0.520. (3) The reactants are [OH:1][C:2]1([C:9]2[S:13][C:12]([CH:14]([CH3:16])[CH3:15])=[N:11][CH:10]=2)[CH2:7][CH2:6][C:5](=O)[CH2:4][CH2:3]1.[NH:17]1[CH2:21][CH2:20][C@@H:19]([NH:22][C:23](=[O:29])[O:24][C:25]([CH3:28])([CH3:27])[CH3:26])[CH2:18]1. The catalyst is C(Cl)Cl.[Pd]. The product is [OH:1][C:2]1([C:9]2[S:13][C:12]([CH:14]([CH3:16])[CH3:15])=[N:11][CH:10]=2)[CH2:7][CH2:6][CH:5]([N:17]2[CH2:21][CH2:20][C@@H:19]([NH:22][C:23](=[O:29])[O:24][C:25]([CH3:27])([CH3:26])[CH3:28])[CH2:18]2)[CH2:4][CH2:3]1. The yield is 0.760. (4) The reactants are Cl[Sn]Cl.[N+:4]([C:7]1[CH:12]=[CH:11][C:10]([C:13]2[S:14][C:15]3[CH:21]=[C:20]([O:22][CH3:23])[CH:19]=[CH:18][C:16]=3[N:17]=2)=[CH:9][CH:8]=1)([O-])=O. The catalyst is C(O)C. The product is [NH2:4][C:7]1[CH:8]=[CH:9][C:10]([C:13]2[S:14][C:15]3[CH:21]=[C:20]([O:22][CH3:23])[CH:19]=[CH:18][C:16]=3[N:17]=2)=[CH:11][CH:12]=1. The yield is 0.990. (5) The reactants are [H-].[Na+].[CH2:3]([N:10]1[C:14](=[O:15])[CH2:13][C:12]2([C:23]3[C:18](=[CH:19][CH:20]=[C:21]([Cl:24])[CH:22]=3)[NH:17][C:16]2=[O:25])[C:11]1=[O:26])[C:4]1[CH:9]=[CH:8][CH:7]=[CH:6][CH:5]=1.Br[CH2:28][C:29]([O:31][CH2:32][CH3:33])=[O:30].O. The catalyst is O1CCCC1. The product is [CH2:32]([O:31][C:29](=[O:30])[CH2:28][N:17]1[C:18]2[C:23](=[CH:22][C:21]([Cl:24])=[CH:20][CH:19]=2)[C:12]2([CH2:13][C:14](=[O:15])[N:10]([CH2:3][C:4]3[CH:5]=[CH:6][CH:7]=[CH:8][CH:9]=3)[C:11]2=[O:26])[C:16]1=[O:25])[CH3:33]. The yield is 0.700. (6) The reactants are [OH-:1].[K+].[NH2:3][C:4]1[CH:12]=[CH:11][C:7]([C:8]([OH:10])=[O:9])=[CH:6][C:5]=1[N+:13]([O-:15])=O.Cl[O-].[Na+].Cl.[Cl-].[Na+]. The catalyst is C(O)C.O.C(O)(=O)C.CC(C)=O.C(Cl)(Cl)Cl. The product is [N+:3]1([O-:1])[O:15][N:13]=[C:5]2[CH:6]=[C:7]([C:8]([OH:10])=[O:9])[CH:11]=[CH:12][C:4]=12. The yield is 0.888. (7) The reactants are [CH3:1][C:2]1[CH:3]=[C:4]([CH:7]=[CH:8][CH:9]=1)[CH:5]=O.[CH3:10][C:11]([CH3:13])=[O:12].[OH-].[Na+].O. The catalyst is C(O)C. The product is [CH3:1][C:2]1[CH:3]=[C:4]([CH:5]=[CH:10][C:11](=[O:12])[CH:13]=[CH:1][C:2]2[CH:9]=[CH:8][CH:7]=[C:4]([CH3:5])[CH:3]=2)[CH:7]=[CH:8][CH:9]=1. The yield is 0.720. (8) The reactants are Cl[C:2]1[CH:7]=[C:6]([C:8]([OH:10])=[O:9])[CH:5]=[CH:4][N:3]=1.O.[NH2:12][NH2:13]. The catalyst is O1CCOCC1. The product is [NH:12]([C:2]1[CH:7]=[C:6]([C:8]([OH:10])=[O:9])[CH:5]=[CH:4][N:3]=1)[NH2:13]. The yield is 0.420.